This data is from Forward reaction prediction with 1.9M reactions from USPTO patents (1976-2016). The task is: Predict the product of the given reaction. (1) Given the reactants [Cl:1][C:2]1[CH:10]=[C:9]2[C:5]([C:6]([C:11]([N:13]3[CH2:18][CH2:17][C:16]4([C:22]5[CH:23]=[CH:24][C:25]([F:27])=[CH:26][C:21]=5[C:20](=[O:28])[O:19]4)[CH2:15][CH2:14]3)=[O:12])=[CH:7][NH:8]2)=[CH:4][CH:3]=1.[F:29][C:30]1[C:38]([F:39])=[CH:37][CH:36]=[CH:35][C:31]=1[C:32](Cl)=[O:33], predict the reaction product. The product is: [Cl:1][C:2]1[CH:10]=[C:9]2[C:5]([C:6]([C:11]([N:13]3[CH2:18][CH2:17][C:16]4([C:22]5[CH:23]=[CH:24][C:25]([F:27])=[CH:26][C:21]=5[C:20](=[O:28])[O:19]4)[CH2:15][CH2:14]3)=[O:12])=[CH:7][N:8]2[C:32](=[O:33])[C:31]2[CH:35]=[CH:36][CH:37]=[C:38]([F:39])[C:30]=2[F:29])=[CH:4][CH:3]=1. (2) Given the reactants Cl.[NH2:2][C@H:3]([CH2:8][C:9]1[C:17]2[C:12](=[CH:13][CH:14]=[CH:15][CH:16]=2)[NH:11][CH:10]=1)[C:4]([O:6][CH3:7])=[O:5].[CH2:18]1[CH2:28][CH2:27][N:26]2[C:21](=NC[CH2:24][CH2:25]2)CC1.C1C(=O)N(OC(ON2C(=O)CCC2=O)=O)C(=[O:32])C1.Cl.[F:48][C:49]1[CH:54]=[CH:53]C(C2CCNCC2)=[CH:51][CH:50]=1.[C:61](=[O:64])([O-])O.[Na+], predict the reaction product. The product is: [F:48][C:49]1[CH:54]=[CH:53][C:61]([O:64][CH:18]2[CH2:24][CH2:25][N:26]([C:21]([NH:2][C@H:3]([CH2:8][C:9]3[C:17]4[C:12](=[CH:13][CH:14]=[CH:15][CH:16]=4)[NH:11][CH:10]=3)[C:4]([O:6][CH3:7])=[O:5])=[O:32])[CH2:27][CH2:28]2)=[CH:51][CH:50]=1.